This data is from Full USPTO retrosynthesis dataset with 1.9M reactions from patents (1976-2016). The task is: Predict the reactants needed to synthesize the given product. (1) The reactants are: CON(C)[C:4]([C:6]1[N:7]=[CH:8][S:9][C:10]=1[C:11]([F:14])([F:13])[F:12])=[O:5].[CH3:16][Mg]I. Given the product [F:12][C:11]([F:14])([F:13])[C:10]1[S:9][CH:8]=[N:7][C:6]=1[C:4](=[O:5])[CH3:16], predict the reactants needed to synthesize it. (2) Given the product [F:1][C:2]1[CH:3]=[C:4]([C:9]2[NH:36][C:34](=[O:35])[NH:33][CH:24]([C:23]3[CH:26]=[C:27]([N+:30]([O-:32])=[O:31])[C:28]([OH:29])=[C:21]([O:20][CH2:18][CH3:19])[CH:22]=3)[C:10]=2[C:11]2[CH:16]=[CH:15][CH:14]=[CH:13][CH:12]=2)[CH:5]=[C:6]([F:8])[CH:7]=1, predict the reactants needed to synthesize it. The reactants are: [F:1][C:2]1[CH:3]=[C:4]([C:9](=O)[CH2:10][C:11]2[CH:16]=[CH:15][CH:14]=[CH:13][CH:12]=2)[CH:5]=[C:6]([F:8])[CH:7]=1.[CH2:18]([O:20][C:21]1[CH:22]=[C:23]([CH:26]=[C:27]([N+:30]([O-:32])=[O:31])[C:28]=1[OH:29])[CH:24]=O)[CH3:19].[NH2:33][C:34]([NH2:36])=[O:35].Cl. (3) Given the product [O:26]=[C:21]1[CH2:22][CH2:23][C:24](=[O:25])[N:20]1[O:13][C:12](=[O:14])[CH:11]([S:15]([OH:18])(=[O:16])=[O:17])[CH2:10][CH2:9][S:8][S:7][C:2]1[CH:3]=[CH:4][CH:5]=[CH:6][N:1]=1, predict the reactants needed to synthesize it. The reactants are: [N:1]1[CH:6]=[CH:5][CH:4]=[CH:3][C:2]=1[S:7][S:8][CH2:9][CH2:10][CH:11]([S:15]([OH:18])(=[O:17])=[O:16])[C:12]([OH:14])=[O:13].O[N:20]1[C:24](=[O:25])[CH2:23][CH2:22][C:21]1=[O:26].C(N=C=NCCCN(C)C)C. (4) Given the product [CH3:24][O:23][C:20]1[CH:21]=[CH:22][C:17]([CH2:16][N:14]2[CH:15]=[C:4]3[C:5]([N:6]([CH2:9][CH2:10][O:11][CH3:12])[CH2:7][CH2:8][C:2]4[S:28][C:27]([NH2:29])=[N:26][C:3]=43)=[N:13]2)=[CH:18][CH:19]=1, predict the reactants needed to synthesize it. The reactants are: Br[CH:2]1[CH2:8][CH2:7][N:6]([CH2:9][CH2:10][O:11][CH3:12])[C:5]2=[N:13][N:14]([CH2:16][C:17]3[CH:22]=[CH:21][C:20]([O:23][CH3:24])=[CH:19][CH:18]=3)[CH:15]=[C:4]2[C:3]1=O.[NH2:26][C:27]([NH2:29])=[S:28]. (5) Given the product [C:1]([O:5][C:6]([C@H:8]([CH2:18][CH2:19][O:20][CH3:21])[CH2:9][C:10]1([C:15]([OH:17])=[O:16])[CH2:14][CH2:13][CH2:12][CH2:11]1)=[O:7])([CH3:3])([CH3:2])[CH3:4], predict the reactants needed to synthesize it. The reactants are: [C:1]([O:5][C:6]([C@H:8]([CH2:18][CH2:19][O:20][CH3:21])[CH2:9][C:10]1([C:15]([O-:17])=[O:16])[CH2:14][CH2:13][CH2:12][CH2:11]1)=[O:7])([CH3:4])([CH3:3])[CH3:2].O[C@@H](C1C=CC=CC=1)[C@@H]([NH2+]C)C.Cl. (6) Given the product [CH2:26]([O:25][C:23](=[O:24])[CH2:22][CH2:21][N:13]([C:14]([O:16][C:17]([CH3:18])([CH3:19])[CH3:20])=[O:15])[CH2:12][CH2:11][CH2:10][CH2:9][N:8]([C:28]([O:30][C:31]([CH3:32])([CH3:33])[CH3:34])=[O:29])[CH2:7][CH2:6][C:1]([O:3][CH2:4][CH2:5][CH2:61][CH2:60][CH2:59][CH2:58][CH2:57][CH:56]=[CH:55][CH2:54][CH2:53][CH2:52][CH2:51][CH2:50][CH2:49][CH2:48][CH2:47][CH3:46])=[O:2])[CH2:27][CH2:38][CH2:43][CH2:42][CH2:41][CH2:40][CH:46]=[CH:47][CH2:48][CH2:49][CH2:50][CH2:51][CH2:52][CH2:53][CH2:70][CH2:69][CH3:68], predict the reactants needed to synthesize it. The reactants are: [C:1]([CH2:6][CH2:7][N:8]([C:28]([O:30][C:31]([CH3:34])([CH3:33])[CH3:32])=[O:29])[CH2:9][CH2:10][CH2:11][CH2:12][N:13]([CH2:21][CH2:22][C:23]([O:25][CH2:26][CH3:27])=[O:24])[C:14]([O:16][C:17]([CH3:20])([CH3:19])[CH3:18])=[O:15])([O:3][CH2:4][CH3:5])=[O:2].CN([C:38]1[CH:43]=[CH:42][CH:41]=[CH:40]N=1)C.C(O)C[CH2:46][CH2:47][CH2:48][CH2:49][CH2:50][CH2:51]/[CH:52]=[CH:53]\[CH2:54][CH2:55][CH2:56][CH2:57][CH2:58][CH2:59][CH2:60][CH3:61].CCN=C=N[CH2:68][CH2:69][CH2:70]N(C)C.